This data is from Peptide-MHC class II binding affinity with 134,281 pairs from IEDB. The task is: Regression. Given a peptide amino acid sequence and an MHC pseudo amino acid sequence, predict their binding affinity value. This is MHC class II binding data. (1) The peptide sequence is CTNAKVTAKGVSEAN. The MHC is DRB3_0202 with pseudo-sequence DRB3_0202. The binding affinity (normalized) is 0. (2) The peptide sequence is EGPEEHEILNDSGET. The MHC is DRB1_0404 with pseudo-sequence DRB1_0404. The binding affinity (normalized) is 0. (3) The peptide sequence is NALSMMPEAMTIVML. The MHC is DRB1_0404 with pseudo-sequence DRB1_0404. The binding affinity (normalized) is 0.756. (4) The binding affinity (normalized) is 0. The MHC is H-2-IAs with pseudo-sequence H-2-IAs. The peptide sequence is VIYGTASFFFLYGALLLAYG. (5) The peptide sequence is QRGVGVAQGGVFHTM. The MHC is DRB3_0101 with pseudo-sequence DRB3_0101. The binding affinity (normalized) is 0. (6) The peptide sequence is CHFITKETPDRLTDQ. The MHC is DRB1_0404 with pseudo-sequence DRB1_0404. The binding affinity (normalized) is 0.202.